Predict the reaction yield, written as a fraction of the theoretical maximum amount of product (1.0 means a 100% yield; for example, 0.34 means a 34% yield). From a dataset of Reaction yield outcomes from USPTO patents with 853,638 reactions. The reactants are [CH2:1]([C:3]1[O:4][C:5]([C:9]([NH:11][C:12]2[CH:17]=[CH:16][C:15]([C:18]3[CH:23]=[CH:22][C:21]([C:24]45[CH2:31][CH2:30][C:27]([CH2:32][C:33]([O-:35])=[O:34])([CH2:28][CH2:29]4)[O:26][CH2:25]5)=[CH:20][CH:19]=3)=[CH:14][CH:13]=2)=[O:10])=[C:6]([CH3:8])[N:7]=1)[CH3:2].[Li+].[OH-].Cl. The catalyst is C1COCC1.O. The product is [CH2:1]([C:3]1[O:4][C:5]([C:9]([NH:11][C:12]2[CH:13]=[CH:14][C:15]([C:18]3[CH:23]=[CH:22][C:21]([C:24]45[CH2:29][CH2:28][C:27]([CH2:32][C:33]([OH:35])=[O:34])([CH2:30][CH2:31]4)[O:26][CH2:25]5)=[CH:20][CH:19]=3)=[CH:16][CH:17]=2)=[O:10])=[C:6]([CH3:8])[N:7]=1)[CH3:2]. The yield is 0.870.